Task: Predict which catalyst facilitates the given reaction.. Dataset: Catalyst prediction with 721,799 reactions and 888 catalyst types from USPTO (1) Reactant: [C:1]1(B(O)O)[CH:6]=[CH:5][CH:4]=[CH:3][CH:2]=1.Br[C:11]1[CH:12]=[C:13]([C:30]([O:32][CH3:33])=[O:31])[C:14]2[NH:15][C:16]3[CH:17]=[C:18]([C:24]([O:26][CH:27]([CH3:29])[CH3:28])=[O:25])[CH:19]=[CH:20][C:21]=3[C:22]=2[N:23]=1.[O-]P([O-])([O-])=O.[K+].[K+].[K+].C1(P(C2CCCCC2)C2C=CC=CC=2C2C(C(C)C)=CC(C(C)C)=CC=2C(C)C)CCCCC1. Product: [C:1]1([C:11]2[CH:12]=[C:13]([C:30]([O:32][CH3:33])=[O:31])[C:14]3[NH:15][C:16]4[CH:17]=[C:18]([C:24]([O:26][CH:27]([CH3:28])[CH3:29])=[O:25])[CH:19]=[CH:20][C:21]=4[C:22]=3[N:23]=2)[CH:6]=[CH:5][CH:4]=[CH:3][CH:2]=1. The catalyst class is: 318. (2) Reactant: Br[C:2]1[CH:7]=[CH:6][C:5]([CH3:8])=[CH:4][C:3]=1[F:9].C(OCC)(=O)C.[CH3:16][N:17](C=O)C. Product: [C:16]([C:2]1[CH:7]=[CH:6][C:5]([CH3:8])=[CH:4][C:3]=1[F:9])#[N:17]. The catalyst class is: 507. (3) Reactant: C(#N)C.[CH2:4]([CH:6]([CH2:23][CH3:24])[C@H:7]([NH:10][S:11]([C:14]1[S:15][C:16]([Sn](C)(C)C)=[CH:17][CH:18]=1)(=[O:13])=[O:12])[CH2:8][OH:9])[CH3:5].[B-](F)(F)(F)F.[B-](F)(F)(F)F.C1[N+]2(CCl)CC[N+](F)(CC2)C1. Product: [CH2:23]([CH:6]([CH2:4][CH3:5])[C@H:7]([NH:10][S:11]([C:14]1[S:15][CH:16]=[CH:17][CH:18]=1)(=[O:12])=[O:13])[CH2:8][OH:9])[CH3:24]. The catalyst class is: 13. (4) Reactant: [H-].[Na+].[Cl:3][C:4]1[CH:5]=[C:6]2[C:10](=[CH:11][CH:12]=1)[NH:9][C:8]([C:13]1[CH:18]=[CH:17][C:16]([Cl:19])=[CH:15][CH:14]=1)=[C:7]2[CH:20]=[O:21].I[CH3:23]. Product: [Cl:3][C:4]1[CH:5]=[C:6]2[C:10](=[CH:11][CH:12]=1)[N:9]([CH3:23])[C:8]([C:13]1[CH:14]=[CH:15][C:16]([Cl:19])=[CH:17][CH:18]=1)=[C:7]2[CH:20]=[O:21]. The catalyst class is: 9. (5) Reactant: [Cl:1][C:2]1[CH:13]=[CH:12][C:5]([O:6][CH:7]([CH3:11])[CH2:8][CH2:9][OH:10])=[C:4]([O:14][C:15]2[CH:20]=[CH:19][CH:18]=[CH:17][CH:16]=2)[CH:3]=1.[CH3:21][S:22](Cl)(=[O:24])=[O:23]. Product: [Cl:1][C:2]1[CH:13]=[CH:12][C:5]([O:6][C@H:7]([CH3:11])[CH2:8][CH2:9][O:10][S:22]([CH3:21])(=[O:24])=[O:23])=[C:4]([O:14][C:15]2[CH:20]=[CH:19][CH:18]=[CH:17][CH:16]=2)[CH:3]=1. The catalyst class is: 808. (6) Reactant: [CH2:1]1[C:7]2=[C:8]3[C:12](=[CH:13][CH:14]=[C:6]2[O:5][CH2:4][CH2:3][N:2]1C(OC(C)(C)C)=O)[NH:11][CH:10]=[CH:9]3.[H-].[Na+].CN(C=O)C.[CH3:29][O:30][C:31]1[CH:36]=[C:35]([CH3:37])[CH:34]=[CH:33][C:32]=1[S:38](Cl)(=[O:40])=[O:39]. Product: [CH3:29][O:30][C:31]1[CH:36]=[C:35]([CH3:37])[CH:34]=[CH:33][C:32]=1[S:38]([N:11]1[C:12]2[C:8](=[C:7]3[CH2:1][NH:2][CH2:3][CH2:4][O:5][C:6]3=[CH:14][CH:13]=2)[CH:9]=[CH:10]1)(=[O:39])=[O:40]. The catalyst class is: 547.